The task is: Binary Classification. Given a miRNA mature sequence and a target amino acid sequence, predict their likelihood of interaction.. This data is from Experimentally validated miRNA-target interactions with 360,000+ pairs, plus equal number of negative samples. (1) The miRNA is hsa-miR-642b-3p with sequence AGACACAUUUGGAGAGGGACCC. The protein sequence of the target gene is MRHEAPMQMASAQDARFGQKDSSDQNFDYMFKLLIIGNSSVGKTSFLFRYADDSFTSAFVSTVGIDFKVKTVFKNEKRIKLQIWDTAGQERYRTITTAYYRGAMGFILMYDITNEESFNAVQDWSTQIKTYSWDNAQVILAGNKCDMEDERVVSTERGQRLGEQLGFEFFETSAKDNINVKQTFERLVDIICDKMSESLETDPAITAAKQSTRLKETPPPPQPNCGC. Result: 0 (no interaction). (2) The miRNA is hsa-miR-6763-3p with sequence CUCCCCGGCCUCUGCCCCCAG. The protein sequence of the target gene is MGPVMPASKKAESSGISVSSGLSQRYRGSGFSKALQEDDDLDFPLPDIRLEEGAMEDEELTNLNWLHESKNLLKSFGESVLRSVSPVQDLDDDTPPSPAHSDMPYDARQNPNCKPPYSFSCLIFMAIEDSPTKRLPVKDIYNWILEHFPYFANAPTGWKNSVRHNLSLNKCFKKVDKERSQSIGKGSLWCIDPEYRQNLIQALKKTPYHPPPTPQAYQSTSGPPIWPGSTFFKRNGALLQVSPGVIQNGARVLSRGLFPGVRPLPITPIGMTAAIRNSITSCRMRTESEPPCGSPVVSGD.... Result: 0 (no interaction). (3) The miRNA is hsa-miR-449b-5p with sequence AGGCAGUGUAUUGUUAGCUGGC. The protein sequence of the target gene is MEHNGSASNADKIHQNRLSSVTEDEDQDAALTIVTVLDKVASIVDSVQASQKRIEERHREMENAIKSVQIDLLKLSQSHSNTGHIINKLFEKTRKVSAHIKDVKARVEKQQIHVKKVEVKQEEIMKKNKFRVVIFQEKFRCPTSLSVVKDRNLTENQEEDDDDIFDPPVDLSSDEEYYVEESRSARLRKSGKEHIDNIKKAFSKENMQKTRQNLDKKVNRIRTRIVTPERRERLRQSGERLRQSGERLRQSGERFKKSISNAAPSKEAFKMRSLRKGKDRTVAEGEECAREMGVDIIARS.... Result: 0 (no interaction). (4) The miRNA is hsa-miR-3622b-5p with sequence AGGCAUGGGAGGUCAGGUGA. The protein sequence of the target gene is MLSAGLGLLMLVAVVEFLIGLIGNGSLVVWSFREWIRKFNWSSYNLIILGLAGCRFLLQWLIILDLSLFPLFQSSRWLRYLSIFWVLVSQASLWFATFLSVFYCKKITTFDRPAYLWLKQRAYNLSLWCLLGYFIINLLLTVQIGLTFYHPPQGNSSIRYPFESWQYLYAFQLNSGSYLPLVVFLVSSGMLIVSLYTHHKKMKVHSAGRRDVRAKAHITALKSLGCFLLLHLVYIMASPFSITSKTYPPDLTSVFIWETLMAAYPSLHSLILIMGIPRVKQTCQKILWKTVCARRCWGP. Result: 1 (interaction). (5) The miRNA is hsa-miR-8079 with sequence CAGUGAUCGUCUCUGCUGGC. The protein sequence of the target gene is MQRTQPRPCYLNAPQQCPGAERPGRPTAGSHSFLLRPGPLAGSSPFALLDPLQAFEQFVWVRSQARAGLLRLRQGSHAVTRCRPLPVRREGRRDGSPWRSVVCRYCRCSRQTGASVTTVSLPSSSSSPGLDPRGPRQASVRSLRSEPVLLFLPFRTPYRDSEEGKREGLSRLRAVCRRAGPRGRGSFSPRDARASPRLHFLVAAVTTGAASRRQRGARVRQPSPSSSRRAKRLRECERRSLHAPPAMDASYDGTEVTVVMEEIEEAYCYTSPGPPKKKKKYKIHGEKTKKPRSAYLLYYY.... Result: 0 (no interaction).